This data is from Reaction yield outcomes from USPTO patents with 853,638 reactions. The task is: Predict the reaction yield, written as a fraction of the theoretical maximum amount of product (1.0 means a 100% yield; for example, 0.34 means a 34% yield). The reactants are [CH:1]1[C:10]2[C:5](=[CH:6][CH:7]=[CH:8][CH:9]=2)[CH:4]=[CH:3][C:2]=1[C:11](=O)[CH2:12][CH:13]([C:16]#[N:17])[C:14]#[N:15].C(O)(=O)C.[CH3:23][S-:24].[Na+]. The catalyst is CO. The product is [CH3:23][S:24][C:14]1[NH:15][C:11]([C:2]2[CH:3]=[CH:4][C:5]3[C:10](=[CH:9][CH:8]=[CH:7][CH:6]=3)[CH:1]=2)=[CH:12][C:13]=1[C:16]#[N:17]. The yield is 0.860.